From a dataset of NCI-60 drug combinations with 297,098 pairs across 59 cell lines. Regression. Given two drug SMILES strings and cell line genomic features, predict the synergy score measuring deviation from expected non-interaction effect. (1) Drug 1: C1CNP(=O)(OC1)N(CCCl)CCCl. Drug 2: CC1CCCC2(C(O2)CC(NC(=O)CC(C(C(=O)C(C1O)C)(C)C)O)C(=CC3=CSC(=N3)C)C)C. Cell line: NCI-H522. Synergy scores: CSS=39.4, Synergy_ZIP=6.60, Synergy_Bliss=-3.68, Synergy_Loewe=-31.2, Synergy_HSA=-4.30. (2) Drug 1: CCC1=CC2CC(C3=C(CN(C2)C1)C4=CC=CC=C4N3)(C5=C(C=C6C(=C5)C78CCN9C7C(C=CC9)(C(C(C8N6C)(C(=O)OC)O)OC(=O)C)CC)OC)C(=O)OC.C(C(C(=O)O)O)(C(=O)O)O. Drug 2: C1=CC(=CC=C1CC(C(=O)O)N)N(CCCl)CCCl.Cl. Cell line: OVCAR-5. Synergy scores: CSS=46.0, Synergy_ZIP=0.319, Synergy_Bliss=2.19, Synergy_Loewe=-28.6, Synergy_HSA=0.0251. (3) Cell line: MDA-MB-231. Synergy scores: CSS=-0.733, Synergy_ZIP=0.840, Synergy_Bliss=0.823, Synergy_Loewe=-4.81, Synergy_HSA=-2.85. Drug 2: COC1=NC(=NC2=C1N=CN2C3C(C(C(O3)CO)O)O)N. Drug 1: CC1C(C(=O)NC(C(=O)N2CCCC2C(=O)N(CC(=O)N(C(C(=O)O1)C(C)C)C)C)C(C)C)NC(=O)C3=C4C(=C(C=C3)C)OC5=C(C(=O)C(=C(C5=N4)C(=O)NC6C(OC(=O)C(N(C(=O)CN(C(=O)C7CCCN7C(=O)C(NC6=O)C(C)C)C)C)C(C)C)C)N)C. (4) Drug 1: CS(=O)(=O)CCNCC1=CC=C(O1)C2=CC3=C(C=C2)N=CN=C3NC4=CC(=C(C=C4)OCC5=CC(=CC=C5)F)Cl. Drug 2: CN1C2=C(C=C(C=C2)N(CCCl)CCCl)N=C1CCCC(=O)O.Cl. Cell line: SF-268. Synergy scores: CSS=1.63, Synergy_ZIP=0.303, Synergy_Bliss=0.308, Synergy_Loewe=-7.05, Synergy_HSA=-2.81. (5) Drug 1: CS(=O)(=O)OCCCCOS(=O)(=O)C. Drug 2: C1CN(P(=O)(OC1)NCCCl)CCCl. Cell line: NCI/ADR-RES. Synergy scores: CSS=0.738, Synergy_ZIP=1.55, Synergy_Bliss=2.58, Synergy_Loewe=1.28, Synergy_HSA=-1.82. (6) Drug 1: CC1=C(C=C(C=C1)C(=O)NC2=CC(=CC(=C2)C(F)(F)F)N3C=C(N=C3)C)NC4=NC=CC(=N4)C5=CN=CC=C5. Drug 2: COCCOC1=C(C=C2C(=C1)C(=NC=N2)NC3=CC=CC(=C3)C#C)OCCOC.Cl. Cell line: UO-31. Synergy scores: CSS=18.4, Synergy_ZIP=6.56, Synergy_Bliss=3.12, Synergy_Loewe=-2.89, Synergy_HSA=0.624. (7) Drug 1: C1=CC(=CC=C1CCC2=CNC3=C2C(=O)NC(=N3)N)C(=O)NC(CCC(=O)O)C(=O)O. Drug 2: CCN(CC)CCNC(=O)C1=C(NC(=C1C)C=C2C3=C(C=CC(=C3)F)NC2=O)C. Cell line: MDA-MB-231. Synergy scores: CSS=3.71, Synergy_ZIP=-4.40, Synergy_Bliss=-5.26, Synergy_Loewe=-16.5, Synergy_HSA=-7.57. (8) Drug 1: CCCCCOC(=O)NC1=NC(=O)N(C=C1F)C2C(C(C(O2)C)O)O. Drug 2: C1=CN(C=N1)CC(O)(P(=O)(O)O)P(=O)(O)O. Cell line: NCI-H226. Synergy scores: CSS=2.07, Synergy_ZIP=-0.572, Synergy_Bliss=-1.91, Synergy_Loewe=-22.8, Synergy_HSA=-2.05. (9) Drug 1: C1C(C(OC1N2C=NC3=C(N=C(N=C32)Cl)N)CO)O. Drug 2: C1=CC=C(C=C1)NC(=O)CCCCCCC(=O)NO. Cell line: TK-10. Synergy scores: CSS=20.7, Synergy_ZIP=-2.61, Synergy_Bliss=0.925, Synergy_Loewe=-5.45, Synergy_HSA=-1.01. (10) Drug 1: C1CNP(=O)(OC1)N(CCCl)CCCl. Drug 2: CC1CC(C(C(C=C(C(C(C=CC=C(C(=O)NC2=CC(=O)C(=C(C1)C2=O)OC)C)OC)OC(=O)N)C)C)O)OC. Cell line: HT29. Synergy scores: CSS=67.9, Synergy_ZIP=5.00, Synergy_Bliss=3.43, Synergy_Loewe=-17.1, Synergy_HSA=1.68.